From a dataset of Forward reaction prediction with 1.9M reactions from USPTO patents (1976-2016). Predict the product of the given reaction. (1) Given the reactants [CH:1]1([C:7]2[C:13]3[CH:14]=[CH:15][CH:16]=[CH:17][C:12]=3[N:11]([CH2:18][C:19](=[O:24])[C:20]([CH3:23])([CH3:22])[CH3:21])[C:10](=[O:25])[N:9]([CH2:26][C:27]([OH:29])=[O:28])[N:8]=2)C[CH2:5][CH2:4][CH2:3][CH2:2]1.[NH2:30]C1C=CC=CC=1C(C1C=CC=CN=1)=O.NC1C=CC=CC=1C(C1CCCCC1)=O, predict the reaction product. The product is: [CH3:22][C:20]([CH3:21])([CH3:23])[C:19](=[O:24])[CH2:18][N:11]1[C:12]2[CH:17]=[CH:16][CH:15]=[CH:14][C:13]=2[C:7]([C:1]2[CH:2]=[CH:3][CH:4]=[CH:5][N:30]=2)=[N:8][N:9]([CH2:26][C:27]([OH:29])=[O:28])[C:10]1=[O:25]. (2) Given the reactants Br[C:2]1[CH:3]=[CH:4][C:5]([NH:8][NH:9][C:10](=[O:20])[CH:11]([C:13]2[N:14]=[N:15][C:16]([Cl:19])=[CH:17][CH:18]=2)[CH3:12])=[N:6][CH:7]=1.N([C:23]1C=CC=CN=1)N, predict the reaction product. The product is: [Cl:19][C:16]1[N:15]=[N:14][C:13]([C:11]([CH3:23])([CH3:12])[C:10]([NH:9][NH:8][C:5]2[CH:4]=[CH:3][CH:2]=[CH:7][N:6]=2)=[O:20])=[CH:18][CH:17]=1. (3) Given the reactants [F:1][CH:2]1[CH2:7][CH2:6][N:5]([C:8]2[CH:15]=[CH:14][C:11]([C:12]#[N:13])=[CH:10][C:9]=2[C:16]([F:19])([F:18])[F:17])[CH2:4][CH2:3]1.[NH2:20][OH:21], predict the reaction product. The product is: [F:1][CH:2]1[CH2:7][CH2:6][N:5]([C:8]2[CH:15]=[CH:14][C:11]([C:12](=[N:20][OH:21])[NH2:13])=[CH:10][C:9]=2[C:16]([F:19])([F:17])[F:18])[CH2:4][CH2:3]1. (4) Given the reactants [C:1]([O:5][C:6]([N:8]1[CH2:13][CH2:12][CH:11]([OH:14])[CH2:10][CH2:9]1)=[O:7])([CH3:4])([CH3:3])[CH3:2].[N+](=[CH:17][C:18]([O:20][CH2:21][CH3:22])=[O:19])=[N-], predict the reaction product. The product is: [C:1]([O:5][C:6]([N:8]1[CH2:13][CH2:12][CH:11]([O:14][CH2:17][C:18]([O:20][CH2:21][CH3:22])=[O:19])[CH2:10][CH2:9]1)=[O:7])([CH3:4])([CH3:2])[CH3:3]. (5) Given the reactants [C:17]1(=[O:22])N(C2C(=O)OC3C(C=2)=CC(N2[C:20](=[O:21])[CH:19]=[CH:18][C:17]2=[O:22])=CC=3)[C:20](=[O:21])[CH:19]=[CH:18]1.[NH2:26][C:27]1[C:36]2[C:31](=[C:32]([NH2:37])[CH:33]=[CH:34][CH:35]=2)[CH:30]=[CH:29][CH:28]=1.[C:38]1(=O)[O:43][C:41](=[O:42])[CH:40]=[CH:39]1.C(OC(=O)C)(=O)C.C([O-])(=O)C.[Na+], predict the reaction product. The product is: [C:20]1(=[O:21])[N:26]([C:27]2[C:36]3[C:31](=[C:32]([N:37]4[C:41](=[O:42])[CH:40]=[CH:39][C:38]4=[O:43])[CH:33]=[CH:34][CH:35]=3)[CH:30]=[CH:29][CH:28]=2)[C:17](=[O:22])[CH:18]=[CH:19]1. (6) Given the reactants [Cl:1][C:2]1[N:3]=[C:4]2[CH:12]=[CH:11][N:10]=[CH:9][C:5]2=[N:6][C:7]=1Cl.[C:13]1([S:19]([NH2:22])(=[O:21])=[O:20])[CH:18]=[CH:17][CH:16]=[CH:15][CH:14]=1.C([O-])([O-])=O.[K+].[K+].O, predict the reaction product. The product is: [Cl:1][C:2]1[N:3]=[C:4]2[CH:12]=[CH:11][N:10]=[CH:9][C:5]2=[N:6][C:7]=1[NH:22][S:19]([C:13]1[CH:18]=[CH:17][CH:16]=[CH:15][CH:14]=1)(=[O:21])=[O:20].